Dataset: Reaction yield outcomes from USPTO patents with 853,638 reactions. Task: Predict the reaction yield, written as a fraction of the theoretical maximum amount of product (1.0 means a 100% yield; for example, 0.34 means a 34% yield). (1) The reactants are [Br:1][C:2]1[N:3]([CH2:52][O:53][CH2:54][CH2:55][Si:56]([CH3:59])([CH3:58])[CH3:57])[C:4]2[C@@H:5]([N:27]([CH2:39][CH2:40][C:41]([C:43]3[C:48]([F:49])=[CH:47][CH:46]=[C:45]([Cl:50])[C:44]=3[F:51])=O)[C:28](=[O:38])[CH2:29]P(OCC)(OCC)=O)[CH2:6][CH2:7][CH2:8][C@@H:9]([CH3:26])[C:10](=[O:25])[NH:11][C:12]3[C:17]([C:18]=1[N:19]=2)=[CH:16][CH:15]=[C:14]([NH:20][C:21](=[O:24])[O:22][CH3:23])[CH:13]=3.C[O-].[Na+]. The product is [Br:1][C:2]1[N:3]([CH2:52][O:53][CH2:54][CH2:55][Si:56]([CH3:58])([CH3:57])[CH3:59])[C:4]2[C@@H:5]([N:27]3[C:28](=[O:38])[CH:29]=[C:41]([C:43]4[C:48]([F:49])=[CH:47][CH:46]=[C:45]([Cl:50])[C:44]=4[F:51])[CH2:40][CH2:39]3)[CH2:6][CH2:7][CH2:8][C@@H:9]([CH3:26])[C:10](=[O:25])[NH:11][C:12]3[C:17]([C:18]=1[N:19]=2)=[CH:16][CH:15]=[C:14]([NH:20][C:21](=[O:24])[O:22][CH3:23])[CH:13]=3. The yield is 0.760. The catalyst is CO. (2) The reactants are F[C:2]1[C:11]([CH3:12])=[C:10]2[C:5]([CH:6]=[C:7]([C:17]([O:19][CH2:20][CH3:21])=[O:18])[CH:8]([C:13]([F:16])([F:15])[F:14])[O:9]2)=[CH:4][CH:3]=1.C([O-])([O-])=O.[K+].[K+].[C:28]1([OH:34])[CH:33]=[CH:32][CH:31]=[CH:30][CH:29]=1. The catalyst is CN(C=O)C. The product is [CH3:12][C:11]1[C:2]([O:34][C:28]2[CH:33]=[CH:32][CH:31]=[CH:30][CH:29]=2)=[CH:3][CH:4]=[C:5]2[C:10]=1[O:9][CH:8]([C:13]([F:16])([F:15])[F:14])[C:7]([C:17]([O:19][CH2:20][CH3:21])=[O:18])=[CH:6]2. The yield is 0.280. (3) The reactants are [OH:1][C:2]1[CH:11]=[CH:10][CH:9]=[C:8]2[C:3]=1[CH2:4][CH2:5][CH2:6][C:7]2=[O:12].II.[I:15](O)(=O)=O. The catalyst is C(O)C.O. The product is [OH:1][C:2]1[C:11]([I:15])=[CH:10][CH:9]=[C:8]2[C:3]=1[CH2:4][CH2:5][CH2:6][C:7]2=[O:12]. The yield is 0.450. (4) The reactants are [OH:1][CH2:2][CH:3]1[C:12]2[C:7](=[CH:8][CH:9]=[CH:10][CH:11]=2)[NH:6][CH2:5][CH2:4]1.C(N(CC)CC)C.[Si:20](Cl)([C:33]([CH3:36])([CH3:35])[CH3:34])([C:27]1[CH:32]=[CH:31][CH:30]=[CH:29][CH:28]=1)[C:21]1[CH:26]=[CH:25][CH:24]=[CH:23][CH:22]=1. The catalyst is ClCCl.CN(C)C1C=CN=CC=1. The product is [Si:20]([O:1][CH2:2][CH:3]1[C:12]2[C:7](=[CH:8][CH:9]=[CH:10][CH:11]=2)[NH:6][CH2:5][CH2:4]1)([C:33]([CH3:36])([CH3:35])[CH3:34])([C:27]1[CH:28]=[CH:29][CH:30]=[CH:31][CH:32]=1)[C:21]1[CH:26]=[CH:25][CH:24]=[CH:23][CH:22]=1. The yield is 0.560. (5) The yield is 0.900. The catalyst is O. The product is [Cl:23][C:9]1[C:8]([C:5]([OH:7])=[O:26])=[CH:17][C:16]([Cl:18])=[C:15]2[C:10]=1[C:11]([CH3:22])([CH3:21])[CH2:12][CH2:13][S:14]2(=[O:20])=[O:19]. The reactants are [OH-].[Na+].BrBr.[C:5]([C:8]1[C:9]([Cl:23])=[C:10]2[C:15](=[C:16]([Cl:18])[CH:17]=1)[S:14](=[O:20])(=[O:19])[CH2:13][CH2:12][C:11]2([CH3:22])[CH3:21])(=[O:7])C.C(OCC)(=[O:26])C.